This data is from Forward reaction prediction with 1.9M reactions from USPTO patents (1976-2016). The task is: Predict the product of the given reaction. Given the reactants [Cl:1][C:2]1[CH:27]=[CH:26][C:5]([CH2:6][N:7]2[C:12](=[O:13])[C:11](Br)=[N:10][N:9]([C:15]3[CH:16]=[C:17]([NH:21][C:22](=[O:24])[CH3:23])[CH:18]=[CH:19][CH:20]=3)[C:8]2=[O:25])=[CH:4][CH:3]=1.[CH2:28]1[CH2:32]OC[CH2:29]1.C(COC)OC.[Cl-].C([Zn+])(C)C, predict the reaction product. The product is: [Cl:1][C:2]1[CH:27]=[CH:26][C:5]([CH2:6][N:7]2[C:12](=[O:13])[C:11]([CH:28]([CH3:32])[CH3:29])=[N:10][N:9]([C:15]3[CH:16]=[C:17]([NH:21][C:22](=[O:24])[CH3:23])[CH:18]=[CH:19][CH:20]=3)[C:8]2=[O:25])=[CH:4][CH:3]=1.